This data is from Forward reaction prediction with 1.9M reactions from USPTO patents (1976-2016). The task is: Predict the product of the given reaction. (1) Given the reactants [OH:1][C:2]1[CH:3]=[C:4]([C:8]2([C:25]3[CH:30]=[CH:29][N:28]=[CH:27][CH:26]=3)[C:16]3[C:11](=[N:12][CH:13]=[CH:14][CH:15]=3)[C:10]([NH:17]C(=O)OC(C)(C)C)=[N:9]2)[CH:5]=[CH:6][CH:7]=1.[CH:31]1(Br)[CH2:34][CH2:33][CH2:32]1, predict the reaction product. The product is: [CH:31]1([O:1][C:2]2[CH:3]=[C:4]([C:8]3([C:25]4[CH:30]=[CH:29][N:28]=[CH:27][CH:26]=4)[C:16]4[C:11](=[N:12][CH:13]=[CH:14][CH:15]=4)[C:10]([NH2:17])=[N:9]3)[CH:5]=[CH:6][CH:7]=2)[CH2:34][CH2:33][CH2:32]1. (2) Given the reactants [Na].C([O:4][C:5]([C:7]1[NH:11][N:10]=[N:9][N:8]=1)=[O:6])C.[CH3:12][O:13][C:14]1[CH:21]=[CH:20][C:17]([CH2:18]Cl)=[CH:16][CH:15]=1.O.[OH-].[Na+], predict the reaction product. The product is: [CH3:12][O:13][C:14]1[CH:21]=[CH:20][C:17]([CH2:18][N:10]2[N:9]=[N:8][C:7]([C:5]([OH:4])=[O:6])=[N:11]2)=[CH:16][CH:15]=1. (3) Given the reactants [Na+].[I-:2].ClN1C(=O)CCC1=O.[CH2:11]([O:13][C:14]([C:16]1[NH:17][C:18]2[C:23]([CH:24]=1)=[CH:22][C:21]([C:25]1[CH:30]=[CH:29][C:28]([C:31]([CH3:34])([CH3:33])[CH3:32])=[CH:27][CH:26]=1)=[CH:20][CH:19]=2)=[O:15])[CH3:12].[O-]S([O-])(=S)=O.[Na+].[Na+], predict the reaction product. The product is: [CH2:11]([O:13][C:14]([C:16]1[NH:17][C:18]2[C:23]([C:24]=1[I:2])=[CH:22][C:21]([C:25]1[CH:26]=[CH:27][C:28]([C:31]([CH3:33])([CH3:32])[CH3:34])=[CH:29][CH:30]=1)=[CH:20][CH:19]=2)=[O:15])[CH3:12]. (4) Given the reactants [C:1]([N:5]([CH2:13][CH2:14][CH2:15][CH2:16][CH2:17][CH2:18][O:19][Si](C(C)(C)C)(C)C)[C:6](=[O:12])[C:7]([O:9][CH2:10][CH3:11])=[O:8])([CH3:4])([CH3:3])[CH3:2].[F-].C([N+](CCCC)(CCCC)CCCC)CCC, predict the reaction product. The product is: [C:1]([N:5]([CH2:13][CH2:14][CH2:15][CH2:16][CH2:17][CH2:18][OH:19])[C:6](=[O:12])[C:7]([O:9][CH2:10][CH3:11])=[O:8])([CH3:3])([CH3:4])[CH3:2].